This data is from Experimentally validated miRNA-target interactions with 360,000+ pairs, plus equal number of negative samples. The task is: Binary Classification. Given a miRNA mature sequence and a target amino acid sequence, predict their likelihood of interaction. (1) The miRNA is hsa-miR-4771 with sequence AGCAGACUUGACCUACAAUUA. The protein sequence of the target gene is MAAAAPGALGALRTGRVRLVAACCARLGPAAWARGTAPRRGYSSEVKTEDELRVRHLEEENRGIVVLGINRAYGKNALSKNLLKMLSKAVDALKSDKKVRTIIIRSEVPGIFCAGADLKERAKMHSSEVGPFVSKIRSVINDIANLPVPTIAAIDGLALGGGLELALACDIRVAASSAKMGLVETKLAIIPGGGGTQRLPRAIGMSLAKELIFSARVLDGQEAKAVGLISHVLEQNQEGDAAYRKALDLAREFLPQGPVAMRVAKLAINQGMEVDLVTGLAIEEACYAQTISTKDRLEGL.... Result: 0 (no interaction). (2) The miRNA is mmu-miR-744-5p with sequence UGCGGGGCUAGGGCUAACAGCA. The protein sequence of the target gene is MSAFEKPQIIAHIQKGFNYTVFDCKWVPCSAKFVTMGNFARGTGVIQLYEIQHGDLKLLREIEKAKPIKCGTFGATSLQQRYLATGDFGGNLHIWNLEAPEMPVYSVKGHKEIINAIDGIGGLGIGEGAPEIVTGSRDGTVKVWDPRQKDDPVANMEPVQGENKRDCWTVAFGNAYNQEERVVCAGYDNGDIKLFDLRNMALRWETNIKNGVCSLEFDRKDISMNKLVATSLEGKFHVFDMRTQHPTKGFASVSEKAHKSTVWQVRHLPQNRELFLTAGGAGGLHLWKYEYPIQRSKKDS.... Result: 0 (no interaction). (3) Result: 0 (no interaction). The protein sequence of the target gene is MDFLHRNGVLIIQHLQKDYRAYYTFLNFMSNVGDPRNIFFIYFPLCFQFNQTVGTKMIWVAVIGDWLNLIFKWILFGHRPYWWVQETQIYPNHSSPCLEQFPTTCETGPGSPSGHAMGASCVWYVMVTAALSHTVCGMDKFSITLHRLTWSFLWSVFWLIQISVCISRVFIATHFPHQVILGVIGGMLVAEAFEHTPGIQTASLGTYLKTNLFLFLFAVGFYLLLRVLNIDLLWSVPIAKKWCANPDWIHIDTTPFAGLVRNLGVLFGLGFAINSEMFLLSCRGGNNYTLSFRLLCALTS.... The miRNA is hsa-miR-592 with sequence UUGUGUCAAUAUGCGAUGAUGU.